This data is from Reaction yield outcomes from USPTO patents with 853,638 reactions. The task is: Predict the reaction yield, written as a fraction of the theoretical maximum amount of product (1.0 means a 100% yield; for example, 0.34 means a 34% yield). (1) The reactants are [F:1][C:2]1[CH:15]=[CH:14][CH:13]=[C:12]([F:16])[C:3]=1[O:4][C:5]1[CH:11]=[CH:10][C:8](N)=[CH:7][CH:6]=1.Cl.N([O-])=O.[Na+].[Na+].[I-:23]. The catalyst is O. The product is [F:1][C:2]1[CH:15]=[CH:14][CH:13]=[C:12]([F:16])[C:3]=1[O:4][C:5]1[CH:11]=[CH:10][C:8]([I:23])=[CH:7][CH:6]=1. The yield is 0.770. (2) The reactants are [CH3:1][O:2][C:3]1[C:16]2[C:15]3[NH:14][CH2:13][CH2:12][CH2:11][C:10]=3[C:9](=[O:17])[N:8]([CH2:18][O:19][CH3:20])[C:7]=2[CH:6]=[C:5]([CH2:21][NH:22][N:23]2[CH2:28][CH2:27][O:26][CH2:25][CH2:24]2)[CH:4]=1.[C:29](=O)([O-])[O-].[K+].[K+].IC. The catalyst is C(#N)C. The product is [CH3:1][O:2][C:3]1[C:16]2[C:15]3[NH:14][CH2:13][CH2:12][CH2:11][C:10]=3[C:9](=[O:17])[N:8]([CH2:18][O:19][CH3:20])[C:7]=2[CH:6]=[C:5]([CH2:21][N:22]([CH3:29])[N:23]2[CH2:24][CH2:25][O:26][CH2:27][CH2:28]2)[CH:4]=1. The yield is 0.0800.